From a dataset of Reaction yield outcomes from USPTO patents with 853,638 reactions. Predict the reaction yield, written as a fraction of the theoretical maximum amount of product (1.0 means a 100% yield; for example, 0.34 means a 34% yield). (1) The reactants are [CH3:1][O:2][C:3]1[N:8]=[CH:7][C:6]([N:9]2[C:13]([C:14]3[CH:19]=[CH:18][CH:17]=[CH:16][N:15]=3)=[CH:12][C:11]([C:20]([N:22]3[CH2:27][CH2:26][CH2:25][CH2:24][CH:23]3[C:28]3([NH:31]C(OC(C)(C)C)=O)[CH2:30][CH2:29]3)=[O:21])=[N:10]2)=[CH:5][CH:4]=1.FC(F)(F)C(O)=O. The catalyst is ClCCl. The product is [CH3:1][O:2][C:3]1[N:8]=[CH:7][C:6]([N:9]2[C:13]([C:14]3[CH:19]=[CH:18][CH:17]=[CH:16][N:15]=3)=[CH:12][C:11]([C:20]([N:22]3[CH2:27][CH2:26][CH2:25][CH2:24][CH:23]3[C:28]3([NH2:31])[CH2:30][CH2:29]3)=[O:21])=[N:10]2)=[CH:5][CH:4]=1. The yield is 0.430. (2) The reactants are [CH3:1][C:2]1[C:10]2[N:9]=[C:8]([C:11]3[C:12]([CH3:28])=[N:13][C:14]([NH:17][CH2:18][CH2:19][CH2:20][CH:21]4[CH2:26][CH2:25][N:24]([CH3:27])[CH2:23][CH2:22]4)=[N:15][CH:16]=3)[NH:7][C:6]=2[CH:5]=[C:4]([CH3:29])[CH:3]=1.O.O.O.O.OC(C(O)C(O)=O)C(O)=O.CC1C2N=C(C3C(C)=NC(NCCCC4CCN(C)CC4)=NC=3)NC=2C=C(C)C=1.CO.[P:75](=[O:79])([OH:78])([OH:77])[OH:76]. The catalyst is CCO. The product is [P:75]([OH:79])([OH:78])([OH:77])=[O:76].[CH3:1][C:2]1[C:10]2[N:9]=[C:8]([C:11]3[C:12]([CH3:28])=[N:13][C:14]([NH:17][CH2:18][CH2:19][CH2:20][CH:21]4[CH2:22][CH2:23][N:24]([CH3:27])[CH2:25][CH2:26]4)=[N:15][CH:16]=3)[NH:7][C:6]=2[CH:5]=[C:4]([CH3:29])[CH:3]=1. The yield is 0.850. (3) The reactants are [S:1]1[CH:5]=[N:4][N:3]=[C:2]1[NH:6][S:7]([C:10]1[CH:15]=[CH:14][C:13]([NH:16]C(=O)C)=[CH:12][CH:11]=1)(=[O:9])=[O:8].C([O-])([O-])=O.[Na+].[Na+]. The catalyst is Cl. The product is [NH2:16][C:13]1[CH:14]=[CH:15][C:10]([S:7]([NH:6][C:2]2[S:1][CH:5]=[N:4][N:3]=2)(=[O:9])=[O:8])=[CH:11][CH:12]=1. The yield is 0.490. (4) The reactants are [CH:1]([C@H:14]1[O:19][CH2:18][C@@H:17]([NH:20][CH2:21][C:22]2[CH:27]=[CH:26][C:25]([N+:28]([O-])=O)=[CH:24][CH:23]=2)[CH2:16][CH2:15]1)([C:8]1[CH:13]=[CH:12][CH:11]=[CH:10][CH:9]=1)[C:2]1[CH:7]=[CH:6][CH:5]=[CH:4][CH:3]=1.Cl[Sn]Cl.CCOC(C)=O.CCN(CC)CC. The catalyst is CCO.CCOC(C)=O. The product is [CH:1]([C@H:14]1[O:19][CH2:18][C@@H:17]([NH:20][CH2:21][C:22]2[CH:23]=[CH:24][C:25]([NH2:28])=[CH:26][CH:27]=2)[CH2:16][CH2:15]1)([C:2]1[CH:3]=[CH:4][CH:5]=[CH:6][CH:7]=1)[C:8]1[CH:9]=[CH:10][CH:11]=[CH:12][CH:13]=1. The yield is 0.600. (5) The reactants are [NH2:1][C:2]1[CH:7]=[CH:6][C:5]([S:8]([N:11]=[C:12]([N:15]2[N:19]=[CH:18][C:17]3([CH2:23][CH2:22][CH2:21][CH2:20]3)[CH2:16]2)SC)(=[O:10])=[O:9])=[CH:4][CH:3]=1.[CH2:24]([NH2:26])[CH3:25]. The catalyst is CO. The product is [NH2:1][C:2]1[CH:7]=[CH:6][C:5]([S:8]([N:11]=[C:12]([N:15]2[N:19]=[CH:18][C:17]3([CH2:23][CH2:22][CH2:21][CH2:20]3)[CH2:16]2)[NH:26][CH2:24][CH3:25])(=[O:10])=[O:9])=[CH:4][CH:3]=1. The yield is 0.670. (6) The product is [ClH:35].[C:1]1([CH:7]([NH:9][C:10]2[CH:11]=[C:12]([N:22]3[CH2:23][CH2:24][NH:25][CH2:26][CH2:27]3)[CH:13]=[CH:14][C:15]=2[C:16](=[O:21])[C:17]([F:20])([F:18])[F:19])[CH3:8])[CH:6]=[CH:5][CH:4]=[CH:3][CH:2]=1. The yield is 0.720. The catalyst is ClCCl.C(OCC)C. The reactants are [C:1]1([CH:7]([NH:9][C:10]2[CH:11]=[C:12]([N:22]3[CH2:27][CH2:26][N:25](C(OC(C)(C)C)=O)[CH2:24][CH2:23]3)[CH:13]=[CH:14][C:15]=2[C:16](=[O:21])[C:17]([F:20])([F:19])[F:18])[CH3:8])[CH:6]=[CH:5][CH:4]=[CH:3][CH:2]=1.[ClH:35]. (7) The reactants are [CH2:1]([SH:4])[CH2:2][CH3:3].[H-].[Na+].CS(O[C:12]1[CH:17]=[CH:16][CH:15]=[C:14]([C:18]2[S:19][C:20]3[CH:28]=[CH:27][CH:26]=[CH:25][C:21]=3[C:22](=[O:24])[N:23]=2)[N:13]=1)(=O)=O.[C:29](OCC)(=O)C. The catalyst is CN(C=O)C.O. The product is [CH2:1]([S:4][CH2:29][C:12]1[N:13]=[C:14]([C:18]2[S:19][C:20]3[CH:28]=[CH:27][CH:26]=[CH:25][C:21]=3[C:22](=[O:24])[N:23]=2)[CH:15]=[CH:16][CH:17]=1)[CH2:2][CH3:3]. The yield is 0.200.